From a dataset of Catalyst prediction with 721,799 reactions and 888 catalyst types from USPTO. Predict which catalyst facilitates the given reaction. Reactant: Cl.[C:2]([N:5]1[C@@H:11]([CH3:12])[C@H:10]([NH2:13])[C:9](=[O:14])[N:8]([CH2:15][C:16]2[C:25]3[C:20](=[CH:21][CH:22]=[CH:23][CH:24]=3)[CH:19]=[CH:18][C:17]=2[CH3:26])[C:7]2[CH:27]=[CH:28][C:29]([C:31]#[N:32])=[CH:30][C:6]1=2)(=[O:4])[CH3:3].[C:33]([N:40]([CH3:46])[C@H:41]([C:43](O)=[O:44])[CH3:42])([O:35][C:36]([CH3:39])([CH3:38])[CH3:37])=[O:34].C(N(CC)C(C)C)(C)C.CN(C(ON1N=NC2C=CC=CC1=2)=[N+](C)C)C.F[P-](F)(F)(F)(F)F. Product: [C:2]([N:5]1[C@@H:11]([CH3:12])[C@H:10]([NH:13][C:43](=[O:44])[C@@H:41]([N:40]([CH3:46])[C:33](=[O:34])[O:35][C:36]([CH3:37])([CH3:39])[CH3:38])[CH3:42])[C:9](=[O:14])[N:8]([CH2:15][C:16]2[C:25]3[C:20](=[CH:21][CH:22]=[CH:23][CH:24]=3)[CH:19]=[CH:18][C:17]=2[CH3:26])[C:7]2[CH:27]=[CH:28][C:29]([C:31]#[N:32])=[CH:30][C:6]1=2)(=[O:4])[CH3:3]. The catalyst class is: 18.